This data is from Catalyst prediction with 721,799 reactions and 888 catalyst types from USPTO. The task is: Predict which catalyst facilitates the given reaction. (1) Reactant: C1CCN2C(=NCCC2)CC1.[NH2:12][C:13]1[CH:14]=[C:15]([C:19]2[CH:24]=[CH:23][C:22]([C:25]([F:35])([CH3:34])[CH2:26][NH:27][S:28]([CH:31]([CH3:33])[CH3:32])(=[O:30])=[O:29])=[CH:21][CH:20]=2)[CH:16]=[CH:17][CH:18]=1.C(Cl)Cl.Cl[CH2:40][S:41](Cl)(=[O:43])=[O:42]. Product: [NH2:12][C:13]1[CH:14]=[C:15]([C:19]2[CH:20]=[CH:21][C:22]([C:25]([F:35])([CH3:34])[CH2:26][NH:27][S:28]([CH:31]([CH3:32])[CH3:33])(=[O:30])=[O:29])=[CH:23][CH:24]=2)[CH:16]=[CH:17][CH:18]=1.[F:35][C:25]([C:22]1[CH:21]=[CH:20][C:19]([C:15]2[CH:16]=[CH:17][CH:18]=[C:13]([NH:12][S:41]([CH3:40])(=[O:43])=[O:42])[CH:14]=2)=[CH:24][CH:23]=1)([CH3:34])[CH2:26][NH:27][S:28]([CH:31]([CH3:32])[CH3:33])(=[O:30])=[O:29]. The catalyst class is: 6. (2) Reactant: [F:1][C:2]1[CH:10]=[CH:9][C:5]([C:6](Cl)=[O:7])=[CH:4][CH:3]=1.B(F)(F)F.[C:15]1([S:21]([N:24]2[CH:28]=[CH:27][CH:26]=[CH:25]2)(=[O:23])=[O:22])[CH:20]=[CH:19][CH:18]=[CH:17][CH:16]=1. Product: [C:15]1([S:21]([N:24]2[CH:25]=[CH:26][CH:27]=[C:28]2[C:6](=[O:7])[C:5]2[CH:9]=[CH:10][C:2]([F:1])=[CH:3][CH:4]=2)(=[O:23])=[O:22])[CH:16]=[CH:17][CH:18]=[CH:19][CH:20]=1. The catalyst class is: 4.